This data is from Experimentally validated miRNA-target interactions with 360,000+ pairs, plus equal number of negative samples. The task is: Binary Classification. Given a miRNA mature sequence and a target amino acid sequence, predict their likelihood of interaction. (1) The miRNA is hsa-miR-612 with sequence GCUGGGCAGGGCUUCUGAGCUCCUU. The protein sequence of the target gene is MRNSETLERGVGGCRVFSCLGSYPGIEGAGLALLADLALGGRLLGTHMSQWHHPRSGWGRRRDFSGRSSAKKKGGNHIPERWKDYLPVGQRMPGTRFIAFKVPLQKSFEKKLAPEECFSPLDLFNKIREQNEELGLIIDLTYTQRYYKPEDLPETVPYLKIFTVGHQVPDDETIFKFKHAVNGFLKENKDNDKLIGVHCTHGLNRTGYLICRYLIDVEGVRPDDAIELFNRCRGHCLERQNYIEDLQNGPIRKNWNSSVPRSSDFEDSAHLMQPVHNKPVKQGPRYNLHQIQGHSAPRHF.... Result: 0 (no interaction). (2) The miRNA is hsa-miR-9-3p with sequence AUAAAGCUAGAUAACCGAAAGU. The protein sequence of the target gene is MYTSHEDIGYDFEDGPKDKKTLKPHPNIDGGWAWMMVLSSFFVHILIMGSQMALGVLNVEWLEEFHQSRGLTAWVSSLSMGITLIVGPFIGLFINTCGCRQTAIIGGLVNSLGWVLSAYAANVHYLFITFGVAAGLGSGMAYLPAVVMVGRYFQKRRALAQGLSTTGTGFGTFLMTVLLKYLCAEYGWRNAMLIQGAVSLNLCVCGALMRPLSPGKNPNDPGEKDVRGLPAHSTESVKSTGQQGRTEEKDGGLGNEETLCDLQAQECPDQAGHRKNMCALRILKTVSWLTMRVRKGFEDW.... Result: 0 (no interaction). (3) The protein sequence of the target gene is MPLLWLRGFLLASCWIIVRSSPTPGSEGHSAAPDCPSCALAALPKDVPNSQPEMVEAVKKHILNMLHLKKRPDVTQPVPKAALLNAIRKLHVGKVGENGYVEIEDDIGRRAEMNELMEQTSEIITFAESGTARKTLHFEISKEGSDLSVVERAEVWLFLKVPKANRTRTKVTIRLFQQQKHPQGSLDTGEEAEEVGLKGERSELLLSEKVVDARKSTWHVFPVSSSIQRLLDQGKSSLDVRIACEQCQESGASLVLLGKKKKKEEEGEGKKKGGGEGGAGADEEKEQSHRPFLMLQARQS.... The miRNA is hsa-miR-548t-3p with sequence AAAAACCACAAUUACUUUUGCACCA. Result: 1 (interaction). (4) The miRNA is mmu-miR-466l-3p with sequence UAUAAAUACAUGCACACAUAUU. The protein sequence of the target gene is MGDLKSGFEEVDGVRLGYLIIKGKQMFALSQVFTDLLKNIPRTTVHKRMDHLKVKKHHCDLEELRKLKAINSIAFHAAKCTLISREDVEALYTSCKTERVLKTKRRRVGRALATKAPPPERAAAASPRPAFWKDKHQLWRGLSGAARPLPISAQSQRPGAAAARPAAHLPQIFSKYPGSHYPEIVRSPCKSSLNYETAQLQGNYVAFHSDPAYFRSLLCSKHPAAAGATCLERFHLVNSFCPPPHHHHHHHHHHHHHHHRAQQPTPSHHPSHHHRPQPHLGSFPESCSSDSESSSYSDHA.... Result: 0 (no interaction).